Dataset: Forward reaction prediction with 1.9M reactions from USPTO patents (1976-2016). Task: Predict the product of the given reaction. (1) The product is: [CH2:27]=[C:14]1[C:15]2[CH:22]=[CH:21][CH:20]=[CH:19][C:16]=2[CH2:17][CH2:18][CH:12]([NH:11][C:9]([O:8][CH2:1][C:2]2[CH:3]=[CH:4][CH:5]=[CH:6][CH:7]=2)=[O:10])[C:13]1=[O:23]. Given the reactants [CH2:1]([O:8][C:9]([NH:11][CH:12]1[CH2:18][CH2:17][C:16]2[CH:19]=[CH:20][CH:21]=[CH:22][C:15]=2[CH2:14][C:13]1=[O:23])=[O:10])[C:2]1[CH:7]=[CH:6][CH:5]=[CH:4][CH:3]=1.C=O.N1CCC[CH2:27]1, predict the reaction product. (2) Given the reactants Cl[CH2:2][C:3](=O)[CH2:4][C:5]([O:7][CH2:8][CH3:9])=[O:6].[CH3:11][C:12]1[C:13]([NH2:19])=[N:14][CH:15]=[C:16]([CH3:18])[N:17]=1, predict the reaction product. The product is: [CH3:18][C:16]1[N:17]=[C:12]([CH3:11])[C:13]2[N:14]([CH:2]=[C:3]([CH2:4][C:5]([O:7][CH2:8][CH3:9])=[O:6])[N:19]=2)[CH:15]=1. (3) Given the reactants Cl[C:2]1[C:3]2[C:4]3[C:5](=[N:13][N:14](C(C4C=CC=CC=4)(C4C=CC=CC=4)C4C=CC=CC=4)[CH:15]=3)[C:6](=[O:12])[NH:7][C:8]=2[N:9]=[CH:10][CH:11]=1.[NH2:35][C:36]1[CH:41]=[CH:40][C:39]([NH:42][C:43](=[O:50])[C:44]2[CH:49]=[CH:48][CH:47]=[CH:46][CH:45]=2)=[CH:38][CH:37]=1.Cl.O1CCOCC1, predict the reaction product. The product is: [O:12]=[C:6]1[C:5]2=[N:13][NH:14][CH:15]=[C:4]2[C:3]2[C:2]([NH:35][C:36]3[CH:41]=[CH:40][C:39]([NH:42][C:43](=[O:50])[C:44]4[CH:49]=[CH:48][CH:47]=[CH:46][CH:45]=4)=[CH:38][CH:37]=3)=[CH:11][CH:10]=[N:9][C:8]=2[NH:7]1. (4) The product is: [CH3:29][N:28]([CH3:30])[C:26]1[N:27]=[C:22]([N:21]([CH3:32])[CH3:20])[N:23]=[C:24]([N:7]2[C:8]3[C:4](=[CH:3][C:2]([Br:1])=[CH:10][CH:9]=3)[C:5]([C:11](=[O:17])[CH2:12][CH2:13][C:14]([OH:16])=[O:15])=[CH:6]2)[N:25]=1. Given the reactants [Br:1][C:2]1[CH:3]=[C:4]2[C:8](=[CH:9][CH:10]=1)[NH:7][CH:6]=[C:5]2[C:11](=[O:17])[CH2:12][CH2:13][C:14]([OH:16])=[O:15].[H-].[Na+].[CH3:20][N:21]([CH3:32])[C:22]1[N:27]=[C:26]([N:28]([CH3:30])[CH3:29])[N:25]=[C:24](Cl)[N:23]=1.Cl, predict the reaction product. (5) Given the reactants [N:1]1[CH:9]=[C:8]2[C:4]([N:5]=[C:6]([NH2:10])[NH:7]2)=[N:3][CH:2]=1.[C:11]([C:13]1[CH:28]=[CH:27][C:16]([CH:17]=[C:18]([C:24](=O)[CH3:25])[C:19]([O:21][CH2:22][CH3:23])=[O:20])=[CH:15][CH:14]=1)#[N:12].C(=O)(O)[O-].[Na+], predict the reaction product. The product is: [C:11]([C:13]1[CH:28]=[CH:27][C:16]([CH:17]2[N:7]3[C:6](=[N:5][C:4]4[N:3]=[CH:2][N:1]=[CH:9][C:8]=43)[NH:10][C:24]([CH3:25])=[C:18]2[C:19]([O:21][CH2:22][CH3:23])=[O:20])=[CH:15][CH:14]=1)#[N:12]. (6) Given the reactants [NH2:1][C@H:2]([C:4]([OH:6])=[O:5])[CH3:3].[NH2:7][C@H:8]([C:17]([OH:19])=[O:18])[CH2:9][C:10]1[CH:15]=[CH:14][C:13]([OH:16])=[CH:12][CH:11]=1.FC(F)(F)C([NH:24][C@H:25]([C:31]([OH:33])=[O:32])[CH2:26][CH2:27][CH2:28][CH2:29][NH2:30])=O.C1C=CC(C[O:43][C:44]([CH2:46][CH2:47][C@H:48]([NH2:52])[C:49]([OH:51])=[O:50])=[O:45])=CC=1.C(NCC)C, predict the reaction product. The product is: [CH3:3][C@H:2]([NH2:1])[C:4]([OH:6])=[O:5].[CH:11]1[C:10]([CH2:9][C@H:8]([NH2:7])[C:17]([OH:19])=[O:18])=[CH:15][CH:14]=[C:13]([OH:16])[CH:12]=1.[CH2:27]([CH2:26][C@H:25]([NH2:24])[C:31]([OH:33])=[O:32])[CH2:28][CH2:29][NH2:30].[CH2:47]([C@H:48]([NH2:52])[C:49]([OH:51])=[O:50])[CH2:46][C:44]([OH:45])=[O:43]. (7) The product is: [Br:1][C:2]1[C:3]([NH:18][C@@H:19]2[CH2:24][CH2:23][CH2:22][CH2:21][C@H:20]2[OH:25])=[N:4][C:5]([Cl:8])=[N:6][CH:7]=1. Given the reactants [Br:1][C:2]1[C:3](Cl)=[N:4][C:5]([Cl:8])=[N:6][CH:7]=1.C(N(CC)CC)C.Cl.[NH2:18][C@@H:19]1[CH2:24][CH2:23][CH2:22][CH2:21][C@H:20]1[OH:25], predict the reaction product.